This data is from Reaction yield outcomes from USPTO patents with 853,638 reactions. The task is: Predict the reaction yield, written as a fraction of the theoretical maximum amount of product (1.0 means a 100% yield; for example, 0.34 means a 34% yield). (1) The reactants are [NH2:1][C:2]1[CH:7]=[CH:6][C:5]([S:8][C:9]2[N:14]=[C:13]([NH:15][C:16]3[NH:20][N:19]=[C:18]([CH3:21])[CH:17]=3)[CH:12]=[C:11]([N:22]3[CH2:25][CH2:24][CH2:23]3)[N:10]=2)=[CH:4][CH:3]=1.[C:26]1([CH3:35])[CH:31]=[CH:30][C:29]([C:32](Cl)=[O:33])=[CH:28][CH:27]=1. The catalyst is N1C=CC=CC=1. The product is [CH3:21][C:18]1[CH:17]=[C:16]([NH:15][C:13]2[CH:12]=[C:11]([N:22]3[CH2:23][CH2:24][CH2:25]3)[N:10]=[C:9]([S:8][C:5]3[CH:6]=[CH:7][C:2]([NH:1][C:32](=[O:33])[C:29]4[CH:30]=[CH:31][C:26]([CH3:35])=[CH:27][CH:28]=4)=[CH:3][CH:4]=3)[N:14]=2)[NH:20][N:19]=1. The yield is 0.340. (2) The reactants are Br[C:2]1(Br)[C:10]2[C:5](=[N:6][CH:7]=[CH:8][CH:9]=2)[NH:4][C:3]1=[O:11].[C:13]([OH:16])(=[O:15])[CH3:14]. The catalyst is C(#N)C.[Zn]. The product is [C:13]([OH:16])(=[O:15])[CH3:14].[NH:4]1[C:5]2[C:10](=[CH:9][CH:8]=[CH:7][N:6]=2)[CH2:2][C:3]1=[O:11]. The yield is 0.910. (3) The reactants are [CH3:1][C:2]1[N:7]=[C:6]([SH:8])[N:5]=[C:4]([OH:9])[CH:3]=1.C(=O)([O-])[O-].[K+].[K+].Cl[CH2:17][C:18]1[N:19]=[C:20]([CH3:23])[S:21][CH:22]=1. The catalyst is CN(C=O)C. The product is [CH3:1][C:2]1[N:7]=[C:6]([S:8][CH2:17][C:18]2[N:19]=[C:20]([CH3:23])[S:21][CH:22]=2)[N:5]=[C:4]([OH:9])[CH:3]=1. The yield is 0.180. (4) The reactants are [CH3:1][CH:2]1[CH2:7][C:6]([C:8]2[CH:13]=[CH:12][N:11]=[CH:10][C:9]=2[N+:14]([O-:16])=[O:15])=[CH:5]C=C1.C1C(=O)N([Br:24])C(=O)C1.C([O:28][CH2:29][CH3:30])(=O)C. The catalyst is C1COCC1.O. The product is [Br:24][CH:30]1[CH:29]([OH:28])[CH:5]=[C:6]([C:8]2[CH:13]=[CH:12][N:11]=[CH:10][C:9]=2[N+:14]([O-:16])=[O:15])[CH2:7][CH:2]1[CH3:1]. The yield is 0.800. (5) The reactants are [N:1]1[C:10]2[C:5](=[CH:6][C:7]([CH2:11][C:12]3[N:16]4[N:17]=[C:18]([C:21](=O)[CH3:22])[CH:19]=[CH:20][C:15]4=[N:14][N:13]=3)=[CH:8][CH:9]=2)[CH:4]=[CH:3][CH:2]=1.Cl.[NH2:25][O:26][CH:27]([CH3:30])[CH2:28][OH:29]. The catalyst is CO. The product is [OH:29][CH2:28][CH:27]([O:26]/[N:25]=[C:21](/[C:18]1[CH:19]=[CH:20][C:15]2[N:16]([C:12]([CH2:11][C:7]3[CH:6]=[C:5]4[C:10](=[CH:9][CH:8]=3)[N:1]=[CH:2][CH:3]=[CH:4]4)=[N:13][N:14]=2)[N:17]=1)\[CH3:22])[CH3:30]. The yield is 0.440. (6) The reactants are [Cl:1][C:2]1[CH:7]=[C:6]([Cl:8])[CH:5]=[CH:4][C:3]=1[C:9]1[N:10]=[C:11](/[CH:16]=[CH:17]/[C:18]2[CH:23]=[CH:22][C:21]([C:24]3[CH:29]=[CH:28][C:27]([OH:30])=[CH:26][CH:25]=3)=[CH:20][CH:19]=2)[N:12]([CH2:14][CH3:15])[CH:13]=1.I[C:32]1[CH:33]=[C:34]([CH:39]=[CH:40][CH:41]=1)[C:35]([O:37]C)=[O:36]. No catalyst specified. The product is [Cl:1][C:2]1[CH:7]=[C:6]([Cl:8])[CH:5]=[CH:4][C:3]=1[C:9]1[N:10]=[C:11](/[CH:16]=[CH:17]/[C:18]2[CH:23]=[CH:22][C:21]([C:24]3[CH:25]=[CH:26][C:27]([O:30][C:32]4[CH:33]=[C:34]([CH:39]=[CH:40][CH:41]=4)[C:35]([OH:37])=[O:36])=[CH:28][CH:29]=3)=[CH:20][CH:19]=2)[N:12]([CH2:14][CH3:15])[CH:13]=1. The yield is 0.380. (7) The reactants are Br[C:2]1[CH:10]=[C:9]([F:11])[C:5](C(O)=O)=[C:4]([F:12])[CH:3]=1.S(Cl)(Cl)=O.C(=[NH:30])(C1C=CC=CC=1)C1C=CC=CC=1.[C:31](=[O:34])([O-])[O-].[Cs+].[Cs+].[CH3:37][OH:38]. The catalyst is C([O-])(=O)C.[Pd+2].C([O-])(=O)C.C1(P(C2C=CC=CC=2)C2C=CC3C(=CC=CC=3)C=2C2C3C(=CC=CC=3)C=CC=2P(C2C=CC=CC=2)C2C=CC=CC=2)C=CC=CC=1. The product is [NH2:30][C:2]1[CH:3]=[C:4]([F:12])[C:5]([C:37]([O:34][CH3:31])=[O:38])=[C:9]([F:11])[CH:10]=1. The yield is 0.810.